This data is from Full USPTO retrosynthesis dataset with 1.9M reactions from patents (1976-2016). The task is: Predict the reactants needed to synthesize the given product. (1) The reactants are: [C:1]([C:3]1[C:8]([C:9]([C:17]2[CH:22]=[CH:21][CH:20]=[C:19]([O:23][CH2:24][CH2:25][CH2:26][F:27])[CH:18]=2)=[N:10]S(C(C)(C)C)=O)=[CH:7][CH:6]=[CH:5][N:4]=1)#[N:2].I[C:29]1[CH:34]=[CH:33][N:32]=[CH:31][CH:30]=1. Given the product [F:27][CH2:26][CH2:25][CH2:24][O:23][C:19]1[CH:18]=[C:17]([C:9]2([C:29]3[CH:34]=[CH:33][N:32]=[CH:31][CH:30]=3)[C:8]3[C:3](=[N:4][CH:5]=[CH:6][CH:7]=3)[C:1]([NH2:2])=[N:10]2)[CH:22]=[CH:21][CH:20]=1, predict the reactants needed to synthesize it. (2) The reactants are: [CH3:1][C:2]1[N:3]([S:9]([C:12]2[CH:13]=[N:14][CH:15]=[CH:16][CH:17]=2)(=[O:11])=[O:10])[CH:4]=[CH:5][C:6]=1[CH:7]=[O:8].[Br:18]N1C(=O)CCC1=O.O. Given the product [Br:18][C:4]1[N:3]([S:9]([C:12]2[CH:13]=[N:14][CH:15]=[CH:16][CH:17]=2)(=[O:10])=[O:11])[C:2]([CH3:1])=[C:6]([CH:7]=[O:8])[CH:5]=1, predict the reactants needed to synthesize it. (3) Given the product [Br:1][C:2]1[CH:7]=[C:6]([O:8][CH3:9])[C:5]([F:10])=[CH:4][C:3]=1[NH2:11], predict the reactants needed to synthesize it. The reactants are: [Br:1][C:2]1[CH:7]=[C:6]([O:8][CH3:9])[C:5]([F:10])=[CH:4][C:3]=1[N+:11]([O-])=O. (4) Given the product [CH3:3][CH:1]([C:4]1[N:5]=[CH:6][C:7]([NH:10][C@H:11]2[CH2:15][CH2:14][CH2:13][C@@H:12]2[NH:16][C:17](=[O:29])[C:18]2[CH:23]=[CH:22][CH:21]=[CH:20][C:19]=2[N:24]2[N:28]=[CH:27][CH:26]=[N:25]2)=[N:8][CH:9]=1)[CH3:2], predict the reactants needed to synthesize it. The reactants are: [CH:1]1([C:4]2[N:5]=[CH:6][C:7]([NH:10][C@H:11]3[CH2:15][CH2:14][CH2:13][C@@H:12]3[NH:16][C:17](=[O:29])[C:18]3[CH:23]=[CH:22][CH:21]=[CH:20][C:19]=3[N:24]3[N:28]=[CH:27][CH:26]=[N:25]3)=[N:8][CH:9]=2)[CH2:3][CH2:2]1.BrC1N=CC(N[C@H]2CCC[C@@H]2NC(=O)C2C=CC=CC=2N2N=CC=N2)=NC=1.ClC1N=CC(N[C@H]2CCC[C@@H]2NC(=O)C2C=CC=CC=2N2N=CC=N2)=NC=1.CC1(C)C(C)(C)OB(C(C)=C)O1. (5) Given the product [CH3:1][O:2][C:3]1[N:7]([C:8]2[CH:9]=[CH:10][C:11]([C:14]([F:17])([F:15])[F:16])=[CH:12][CH:13]=2)[N:6]=[C:5]([CH:18]=[O:19])[CH:4]=1, predict the reactants needed to synthesize it. The reactants are: [CH3:1][O:2][C:3]1[N:7]([C:8]2[CH:13]=[CH:12][C:11]([C:14]([F:17])([F:16])[F:15])=[CH:10][CH:9]=2)[N:6]=[C:5]([CH2:18][OH:19])[CH:4]=1.CC(OI1(OC(C)=O)(OC(C)=O)OC(=O)C2C=CC=CC1=2)=O. (6) Given the product [O:5]1[CH2:6][CH2:7][CH:2]([CH2:1][C:18]2[N:23]=[C:22]([NH:24][C:25](=[O:31])[O:26][C:27]([CH3:29])([CH3:28])[CH3:30])[CH:21]=[CH:20][CH:19]=2)[CH2:3][CH2:4]1, predict the reactants needed to synthesize it. The reactants are: [CH2:1]=[C:2]1[CH2:7][CH2:6][O:5][CH2:4][CH2:3]1.C12BC(CCC1)CCC2.Br[C:18]1[N:23]=[C:22]([NH:24][C:25](=[O:31])[O:26][C:27]([CH3:30])([CH3:29])[CH3:28])[CH:21]=[CH:20][CH:19]=1.C(=O)([O-])[O-].[K+].[K+]. (7) Given the product [NH2:1][C:2]1[C:7]([C:8]([C:9]2[CH:14]=[C:13]([O:15][CH3:16])[CH:12]=[CH:11][C:10]=2[O:17][CH3:18])=[O:19])=[CH:6][N:5]=[C:4]([NH:20][CH:21]2[CH2:26][CH2:25][N:24]([S:38]([CH3:37])(=[O:40])=[O:39])[CH2:23][CH2:22]2)[N:3]=1, predict the reactants needed to synthesize it. The reactants are: [NH2:1][C:2]1[C:7]([C:8](=[O:19])[C:9]2[CH:14]=[C:13]([O:15][CH3:16])[CH:12]=[CH:11][C:10]=2[O:17][CH3:18])=[CH:6][N:5]=[C:4]([NH:20][CH:21]2[CH2:26][CH2:25][N:24](C(=O)C)[CH2:23][CH2:22]2)[N:3]=1.FC(F)(F)C(O)=O.[CH3:37][S:38](N1CCC(N)CC1)(=[O:40])=[O:39].